From a dataset of Full USPTO retrosynthesis dataset with 1.9M reactions from patents (1976-2016). Predict the reactants needed to synthesize the given product. (1) Given the product [CH3:43][N:39]1[C:40]2[C:35](=[CH:34][C:33]([O:32][CH2:31][CH2:30][CH2:29][N:21]([CH:18]3[CH2:17][CH2:16][NH:15][CH2:20][CH2:19]3)[CH2:22][C:23]3[CH:24]=[CH:25][N:26]=[CH:27][CH:28]=3)=[CH:42][CH:41]=2)[CH:36]=[CH:37][C:38]1=[O:44], predict the reactants needed to synthesize it. The reactants are: FC(F)(F)C(O)=O.C(OC([N:15]1[CH2:20][CH2:19][CH:18]([N:21]([CH2:29][CH2:30][CH2:31][O:32][C:33]2[CH:34]=[C:35]3[C:40](=[CH:41][CH:42]=2)[N:39]([CH3:43])[C:38](=[O:44])[CH:37]=[CH:36]3)[CH2:22][C:23]2[CH:28]=[CH:27][N:26]=[CH:25][CH:24]=2)[CH2:17][CH2:16]1)=O)(C)(C)C. (2) Given the product [CH2:20]([C:4]1[CH:15]=[CH:14][C:7]([CH2:8][OH:9])=[CH:6][CH:5]=1)[C:19]#[CH:18], predict the reactants needed to synthesize it. The reactants are: II.Br[C:4]1[CH:15]=[CH:14][C:7]([CH2:8][O:9][Si](C)(C)C)=[CH:6][CH:5]=1.CO[CH:18]=[C:19]=[CH2:20].[Cl-].[NH4+]. (3) Given the product [CH3:1][C:2]1[CH:3]=[CH:4][C:5]([C:8]2[N:9]=[C:10]3[N:11]([CH:12]=[C:13]([CH3:16])[CH:14]=[CH:15]3)[C:17]=2[CH2:18][C:19]([N:28]([CH3:29])[CH3:27])=[O:20])=[CH:6][CH:7]=1.[CH:38]([OH:39])([C:37]([OH:46])=[O:45])[CH:40]([OH:41])[C:42]([OH:44])=[O:43], predict the reactants needed to synthesize it. The reactants are: [CH3:1][C:2]1[CH:7]=[CH:6][C:5]([C:8]2[N:9]=[C:10]3[CH:15]=[CH:14][C:13]([CH3:16])=[CH:12][N:11]3[C:17]=2[CH2:18][C:19](O)=[O:20])=[CH:4][CH:3]=1.S(Cl)(Cl)=O.Cl.[CH3:27][NH:28][CH3:29].C(N(CC)CC)C.[C:37]([OH:46])(=[O:45])[CH:38]([CH:40]([C:42]([OH:44])=[O:43])[OH:41])[OH:39]. (4) Given the product [OH:36][C:33]1[CH:34]=[CH:35][C:30]([C@@H:21]2[O:20][C:19]3[C:24](=[CH:25][C:26]4[CH2:27][C@@H:14]([C:12]([OH:13])=[O:11])[N:15]([C@H:46]([C:49]5[CH:50]=[CH:51][CH:52]=[CH:53][CH:54]=5)[CH2:47][CH3:48])[CH2:16][C:17]=4[CH:18]=3)[N:23]([CH3:28])[C:22]2=[O:29])=[CH:31][CH:32]=1, predict the reactants needed to synthesize it. The reactants are: C([C@@H]1CC[C@@H](C)C[C@H]1[O:11][C:12]([C@@H:14]1[CH2:27][C:26]2[CH:25]=[C:24]3[C:19]([O:20][C@@H:21]([C:30]4[CH:35]=[CH:34][C:33]([O:36]CC5C=CC(Cl)=C(Cl)C=5)=[CH:32][CH:31]=4)[C:22](=[O:29])[N:23]3[CH3:28])=[CH:18][C:17]=2[CH2:16][N:15]1[C@H:46]([C:49]1[CH:54]=[CH:53][CH:52]=[CH:51][CH:50]=1)[CH2:47][CH3:48])=[O:13])(C)C.B(Cl)(Cl)Cl. (5) Given the product [CH2:4]([OH:5])[CH2:3][CH:2]([OH:1])[CH2:8][CH2:9][CH2:10][CH2:11][CH2:12][CH2:13][CH2:14][CH2:15][CH2:16][CH2:17][CH2:18][CH2:19][CH2:20][CH2:21][CH2:22][CH2:23][CH3:24], predict the reactants needed to synthesize it. The reactants are: [O:1]=[C:2]([CH2:8][CH2:9][CH2:10][CH2:11][CH2:12][CH2:13][CH2:14][CH2:15][CH2:16][CH2:17][CH2:18][CH2:19][CH2:20][CH2:21][CH2:22][CH2:23][CH3:24])[CH2:3][C:4](OC)=[O:5].[BH4-].[Li+].